From a dataset of Full USPTO retrosynthesis dataset with 1.9M reactions from patents (1976-2016). Predict the reactants needed to synthesize the given product. Given the product [Cl:8][C:6]1[CH:5]=[C:4]([C:9]([F:12])([F:11])[F:10])[N:3]=[C:2]([C:18]2[CH:17]=[CH:16][CH:15]=[C:14]([Cl:13])[CH:19]=2)[CH:7]=1, predict the reactants needed to synthesize it. The reactants are: Cl[C:2]1[CH:7]=[C:6]([Cl:8])[CH:5]=[C:4]([C:9]([F:12])([F:11])[F:10])[N:3]=1.[Cl:13][C:14]1[CH:15]=[C:16](B(O)O)[CH:17]=[CH:18][CH:19]=1.C([O-])([O-])=O.[Cs+].[Cs+].C1(C)C=CC=CC=1.